This data is from Forward reaction prediction with 1.9M reactions from USPTO patents (1976-2016). The task is: Predict the product of the given reaction. (1) Given the reactants Cl.[CH2:2]([CH:6]1[CH2:11][CH2:10][CH2:9][N:8]([CH2:12][C@@H:13]2[CH2:18][CH2:17][CH2:16][CH2:15][C@H:14]2[NH2:19])[CH2:7]1)[CH2:3][CH2:4][CH3:5].[Cl:20][C:21]1[CH:26]=[CH:25][C:24]([CH2:27][CH2:28][C:29](O)=[O:30])=[CH:23][CH:22]=1.CN(C(ON1N=NC2C=CC=NC1=2)=[N+](C)C)C.F[P-](F)(F)(F)(F)F.C(N(C(C)C)CC)(C)C, predict the reaction product. The product is: [CH2:2]([CH:6]1[CH2:11][CH2:10][CH2:9][N:8]([CH2:12][C@@H:13]2[CH2:18][CH2:17][CH2:16][CH2:15][C@H:14]2[NH:19][C:29](=[O:30])[CH2:28][CH2:27][C:24]2[CH:25]=[CH:26][C:21]([Cl:20])=[CH:22][CH:23]=2)[CH2:7]1)[CH2:3][CH2:4][CH3:5]. (2) The product is: [Cl:1][C:2]1[CH:3]=[CH:4][C:5]([CH2:8][CH2:9][C:10]2[CH:11]=[CH:12][C:13]([N:16]3[C:21](=[O:22])[CH2:20][CH:18]([C:17]([OH:25])=[O:24])[CH2:19]3)=[CH:14][CH:15]=2)=[CH:6][CH:7]=1. Given the reactants [Cl:1][C:2]1[CH:7]=[CH:6][C:5]([CH2:8][CH2:9][C:10]2[CH:15]=[CH:14][C:13]([NH2:16])=[CH:12][CH:11]=2)=[CH:4][CH:3]=1.[C:17]([OH:25])(=[O:24])[C:18]([CH2:20][C:21](O)=[O:22])=[CH2:19], predict the reaction product. (3) Given the reactants [N:1]1([NH2:10])[C:9]2[C:4](=[CH:5][CH:6]=[CH:7][CH:8]=2)[CH:3]=[CH:2]1.[C:11](O)(C)([CH3:13])[CH3:12].N1C2C(=CC=CC=2)C=C1, predict the reaction product. The product is: [CH:12](=[N:10][N:1]1[C:9]2[C:4](=[CH:5][CH:6]=[CH:7][CH:8]=2)[CH:3]=[CH:2]1)[CH2:11][CH3:13]. (4) Given the reactants [CH3:1][C:2]1[CH:11]=[CH:10][C:5]([C:6]([O:8][CH3:9])=[O:7])=[CH:4][C:3]=1[N+:12]([O-:14])=[O:13].C(OOC(=O)C1C=CC=CC=1)(=O)C1C=CC=CC=1.[Br:33]N1C(=O)CCC1=O, predict the reaction product. The product is: [Br:33][CH2:1][C:2]1[CH:11]=[CH:10][C:5]([C:6]([O:8][CH3:9])=[O:7])=[CH:4][C:3]=1[N+:12]([O-:14])=[O:13]. (5) Given the reactants [CH3:1][O:2][C:3]1[C:8]([O:9][CH3:10])=[C:7]([O:11][CH3:12])[CH:6]=[C:5]([CH3:13])[C:4]=1[CH:14]([C:16]1[C:17]([O:24][CH3:25])=[N:18][CH:19]=[C:20]([Cl:23])[C:21]=1[CH3:22])[OH:15], predict the reaction product. The product is: [CH3:1][O:2][C:3]1[C:8]([O:9][CH3:10])=[C:7]([O:11][CH3:12])[CH:6]=[C:5]([CH3:13])[C:4]=1[C:14]([C:16]1[C:17]([O:24][CH3:25])=[N:18][CH:19]=[C:20]([Cl:23])[C:21]=1[CH3:22])=[O:15]. (6) Given the reactants [NH2:1][C:2]1[CH:21]=[CH:20][CH:19]=[CH:18][C:3]=1[C:4]([NH:6][C:7]1[CH:12]=[CH:11][C:10]([F:13])=[C:9]([C:14]([F:17])([F:16])[F:15])[CH:8]=1)=[O:5].[O:22]=[C:23]1[NH:28][CH:27]=[C:26]([CH:29]=O)[CH:25]=[CH:24]1.C12(CS(O)(=O)=O)C(C)(C)C(CC1)CC2=O, predict the reaction product. The product is: [F:13][C:10]1[CH:11]=[CH:12][C:7]([N:6]2[C:4](=[O:5])[C:3]3[C:2](=[CH:21][CH:20]=[CH:19][CH:18]=3)[NH:1][CH:29]2[C:26]2[CH:25]=[CH:24][C:23](=[O:22])[NH:28][CH:27]=2)=[CH:8][C:9]=1[C:14]([F:17])([F:15])[F:16]. (7) Given the reactants [CH3:1][C:2]1[CH:7]=[CH:6][C:5]([CH2:8][C:9]([OH:11])=[O:10])=[CH:4][CH:3]=1.[CH:12]([C:14]1[CH:23]=[CH:22][C:17]([C:18]([O:20][CH3:21])=[O:19])=[CH:16][CH:15]=1)=O.CC(OC(C)=O)=O.C(N(C(C)C)CC)(C)C.Cl, predict the reaction product. The product is: [CH3:21][O:20][C:18]([C:17]1[CH:22]=[CH:23][C:14]([CH:12]=[C:8]([C:5]2[CH:4]=[CH:3][C:2]([CH3:1])=[CH:7][CH:6]=2)[C:9]([OH:11])=[O:10])=[CH:15][CH:16]=1)=[O:19]. (8) Given the reactants [CH3:1][N:2]1[C:7]2[S:8][C:9]([CH3:11])=[CH:10][C:6]=2[C:5](=[O:12])[N:4]([CH3:13])[C:3]1=[O:14].[I:15]N1C(=O)CCC1=O, predict the reaction product. The product is: [I:15][C:10]1[C:6]2[C:5](=[O:12])[N:4]([CH3:13])[C:3](=[O:14])[N:2]([CH3:1])[C:7]=2[S:8][C:9]=1[CH3:11]. (9) Given the reactants [C:1]([C:3]1[CH:11]=[CH:10][C:9]2[N:8]3[CH2:12][CH2:13][C:14](=[CH:15][C:16]([O:18][C:19]([CH3:22])([CH3:21])[CH3:20])=[O:17])[C:7]3=[CH:6][C:5]=2[CH:4]=1)#[N:2].[H][H], predict the reaction product. The product is: [C:1]([C:3]1[CH:11]=[CH:10][C:9]2[N:8]3[CH2:12][CH2:13][CH:14]([CH2:15][C:16]([O:18][C:19]([CH3:22])([CH3:21])[CH3:20])=[O:17])[C:7]3=[CH:6][C:5]=2[CH:4]=1)#[N:2].